This data is from Peptide-MHC class I binding affinity with 185,985 pairs from IEDB/IMGT. The task is: Regression. Given a peptide amino acid sequence and an MHC pseudo amino acid sequence, predict their binding affinity value. This is MHC class I binding data. The peptide sequence is ISKKAKGWF. The MHC is HLA-B08:01 with pseudo-sequence HLA-B08:01. The binding affinity (normalized) is 0.0166.